From a dataset of Full USPTO retrosynthesis dataset with 1.9M reactions from patents (1976-2016). Predict the reactants needed to synthesize the given product. (1) Given the product [CH3:1][N:2]([CH3:32])[C:3]1[CH:8]=[CH:7][C:6]([C:9]2[N:18]=[C:17]([O:19][CH2:20][C@H:21]3[O:26][CH2:25][CH2:24][N:23]([S:27]([CH2:30][CH2:31][N:44]4[CH:45]=[CH:46][N:47]=[C:43]4[CH3:42])(=[O:28])=[O:29])[CH2:22]3)[C:16]3[C:11](=[N:12][CH:13]=[CH:14][N:15]=3)[CH:10]=2)=[CH:5][CH:4]=1, predict the reactants needed to synthesize it. The reactants are: [CH3:1][N:2]([CH3:32])[C:3]1[CH:8]=[CH:7][C:6]([C:9]2[N:18]=[C:17]([O:19][CH2:20][C@H:21]3[O:26][CH2:25][CH2:24][N:23]([S:27]([CH:30]=[CH2:31])(=[O:29])=[O:28])[CH2:22]3)[C:16]3[C:11](=[N:12][CH:13]=[CH:14][N:15]=3)[CH:10]=2)=[CH:5][CH:4]=1.CCN(C(C)C)C(C)C.[CH3:42][C:43]1[NH:44][CH:45]=[CH:46][N:47]=1. (2) Given the product [CH2:1]([O:8][C:9]([NH:11][C@H:12]1[CH2:16][CH2:15][N:14]([C@H:17]2[CH2:22][CH2:21][C@@H:20]([NH:23][C:24]([O:26][C:27]([CH3:28])([CH3:30])[CH3:29])=[O:25])[CH2:19][C@H:18]2[C:31]([NH2:37])=[O:33])[C:13]1=[O:34])=[O:10])[C:2]1[CH:7]=[CH:6][CH:5]=[CH:4][CH:3]=1, predict the reactants needed to synthesize it. The reactants are: [CH2:1]([O:8][C:9]([NH:11][C@H:12]1[CH2:16][CH2:15][N:14]([C@H:17]2[CH2:22][CH2:21][C@@H:20]([NH:23][C:24]([O:26][C:27]([CH3:30])([CH3:29])[CH3:28])=[O:25])[CH2:19][C@H:18]2[C:31]([OH:33])=O)[C:13]1=[O:34])=[O:10])[C:2]1[CH:7]=[CH:6][CH:5]=[CH:4][CH:3]=1.CC[N:37]=C=NCCCN(C)C.Cl.ON1C2C=CC=CC=2N=N1. (3) Given the product [N:26]1([C:19]2[CH:13]=[CH:14][C:15]([NH2:16])=[CH:17][C:18]=2[C:20]([F:21])([F:22])[F:23])[CH2:27][CH2:28][CH2:2][CH2:30][CH2:29]1, predict the reactants needed to synthesize it. The reactants are: Br[CH2:2]C(Br)=O.ClC1C=C([C:13]2[CH:14]=[C:15]([CH:17]=[C:18]([C:20]([F:23])([F:22])[F:21])[CH:19]=2)[NH2:16])C=CC=1.C([N:26]([CH2:29][CH3:30])[CH2:27][CH3:28])C. (4) The reactants are: [Cl:1][C:2]1[C:7]2[CH:8]=[C:9]([C:11]([O:13][CH3:14])=[O:12])[NH:10][C:6]=2[CH:5]=[CH:4][N:3]=1.[H-].[Na+].Br[CH2:18][CH2:19][O:20][C:21]1[CH:26]=[CH:25][C:24]([O:27][C:28]([F:31])([F:30])[F:29])=[CH:23][CH:22]=1. Given the product [Cl:1][C:2]1[C:7]2[CH:8]=[C:9]([C:11]([O:13][CH3:14])=[O:12])[N:10]([CH2:18][CH2:19][O:20][C:21]3[CH:22]=[CH:23][C:24]([O:27][C:28]([F:29])([F:30])[F:31])=[CH:25][CH:26]=3)[C:6]=2[CH:5]=[CH:4][N:3]=1, predict the reactants needed to synthesize it.